Dataset: Full USPTO retrosynthesis dataset with 1.9M reactions from patents (1976-2016). Task: Predict the reactants needed to synthesize the given product. Given the product [F:27][C:28]1[CH:33]=[CH:32][C:31]([C:2]2[O:10][C:9]3[CH:8]=[CH:7][N:6]([C:11]4[CH:23]=[CH:22][C:14]([O:15][CH2:16][C:17]5([C:20]#[N:21])[CH2:19][CH2:18]5)=[C:13]([O:24][CH3:25])[CH:12]=4)[C:5](=[O:26])[C:4]=3[CH:3]=2)=[CH:30][CH:29]=1, predict the reactants needed to synthesize it. The reactants are: Br[C:2]1[O:10][C:9]2[CH:8]=[CH:7][N:6]([C:11]3[CH:23]=[CH:22][C:14]([O:15][CH2:16][C:17]4([C:20]#[N:21])[CH2:19][CH2:18]4)=[C:13]([O:24][CH3:25])[CH:12]=3)[C:5](=[O:26])[C:4]=2[CH:3]=1.[F:27][C:28]1[CH:33]=[CH:32][C:31](B(O)O)=[CH:30][CH:29]=1.C(=O)([O-])[O-].[K+].[K+].COCCOC.